Dataset: Catalyst prediction with 721,799 reactions and 888 catalyst types from USPTO. Task: Predict which catalyst facilitates the given reaction. (1) Reactant: [CH3:1][C:2]1[C:6]2=[N+:7]([O-])[C:8]([CH3:11])=[CH:9][CH:10]=[C:5]2[O:4][N:3]=1.O=P(Cl)(Cl)[Cl:15].C([O-])(O)=O.[Na+]. Product: [Cl:15][C:10]1[CH:9]=[C:8]([CH3:11])[N:7]=[C:6]2[C:2]([CH3:1])=[N:3][O:4][C:5]=12. The catalyst class is: 22. (2) Reactant: [CH3:1][CH:2]([N:4]1[C:8]([C:9]2[N:10]=[C:11]3[N:21]([CH:22]=2)[CH2:20][CH2:19][O:18][C:17]2[C:12]3=[CH:13][CH:14]=[C:15]([C:23]3[NH:27][N:26]=[CH:25][CH:24]=3)[CH:16]=2)=[N:7][CH:6]=[N:5]1)[CH3:3].CS(O[CH:33]1[CH2:38][CH2:37][N:36]([C:39]([O:41][C:42]([CH3:45])([CH3:44])[CH3:43])=[O:40])[CH2:35][CH2:34]1)(=O)=O.C([O-])([O-])=O.[K+].[K+]. Product: [C:42]([O:41][C:39]([N:36]1[CH2:37][CH2:38][CH:33]([N:27]2[C:23]([C:15]3[CH:16]=[C:17]4[C:12](=[CH:13][CH:14]=3)[C:11]3[N:21]([CH:22]=[C:9]([C:8]5[N:4]([CH:2]([CH3:1])[CH3:3])[N:5]=[CH:6][N:7]=5)[N:10]=3)[CH2:20][CH2:19][O:18]4)=[CH:24][CH:25]=[N:26]2)[CH2:34][CH2:35]1)=[O:40])([CH3:45])([CH3:43])[CH3:44]. The catalyst class is: 23.